Dataset: Forward reaction prediction with 1.9M reactions from USPTO patents (1976-2016). Task: Predict the product of the given reaction. (1) Given the reactants Cl[CH2:2][CH2:3][CH2:4][CH2:5][CH:6]([C:19]1[NH:23][N:22]=[C:21]([NH:24][C:25]2[CH:30]=[C:29]([F:31])[C:28]([N:32]3[CH:36]=[N:35][C:34]([CH3:37])=[N:33]3)=[CH:27][CH:26]=2)[N:20]=1)[C:7]1[CH:12]=[CH:11][C:10]([O:13][CH2:14][C:15]([F:18])([F:17])[F:16])=[CH:9][CH:8]=1.[I-].[Na+], predict the reaction product. The product is: [F:31][C:29]1[CH:30]=[C:25]([NH:24][C:21]2[N:20]=[C:19]3[CH:6]([C:7]4[CH:12]=[CH:11][C:10]([O:13][CH2:14][C:15]([F:18])([F:17])[F:16])=[CH:9][CH:8]=4)[CH2:5][CH2:4][CH2:3][CH2:2][N:23]3[N:22]=2)[CH:26]=[CH:27][C:28]=1[N:32]1[CH:36]=[N:35][C:34]([CH3:37])=[N:33]1. (2) The product is: [CH3:8][C:6]1[CH:5]=[CH:4][C:3]([NH:9][C:10]([CH:12]2[CH2:14][CH2:13]2)=[O:11])=[C:2]([C:29]2[CH:28]=[CH:25][CH:24]=[C:23]([C:22]([F:32])([F:31])[F:21])[CH:30]=2)[C:7]=1[O:18][CH3:15]. Given the reactants O[C:2]1[CH:7]=[C:6]([CH3:8])[CH:5]=[CH:4][C:3]=1[NH:9][C:10]([CH:12]1[CH2:14][CH2:13]1)=[O:11].[C:15](=[O:18])([O-])[O-].[K+].[K+].[F:21][C:22]([F:32])([F:31])[C:23]1[CH:24]=[C:25]([CH:28]=[CH:29][CH:30]=1)CCl.O, predict the reaction product. (3) Given the reactants [CH3:1][O:2][C:3]1[CH:4]=[C:5]2[C:10](=[CH:11][C:12]=1OS(C(F)(F)F)(=O)=O)[N:9]=[CH:8][CH:7]=[C:6]2[O:21][C:22]1[CH:27]=[CH:26][C:25]([N+:28]([O-:30])=[O:29])=[CH:24][CH:23]=1.O.[CH3:32][N:33](C)C=O, predict the reaction product. The product is: [CH3:1][O:2][C:3]1[CH:4]=[C:5]2[C:10](=[CH:11][C:12]=1[C:32]#[N:33])[N:9]=[CH:8][CH:7]=[C:6]2[O:21][C:22]1[CH:27]=[CH:26][C:25]([N+:28]([O-:30])=[O:29])=[CH:24][CH:23]=1. (4) Given the reactants [N:1]1[C:8]([Cl:9])=[N:7][C:5](Cl)=[N:4][C:2]=1[Cl:3].[NH2:10][C@@H:11]1[CH2:16][CH2:15][C@H:14]([C:17]([OH:19])=[O:18])[CH2:13][CH2:12]1.[OH-].[Na+], predict the reaction product. The product is: [Cl:9][C:8]1[N:1]=[C:2]([Cl:3])[N:4]=[C:5]([NH:10][C@@H:11]2[CH2:16][CH2:15][C@H:14]([C:17]([OH:19])=[O:18])[CH2:13][CH2:12]2)[N:7]=1. (5) Given the reactants [CH3:1][O:2][C:3]1[CH:11]=[CH:10][CH:9]=[CH:8][C:4]=1[C:5]([NH2:7])=[NH:6].O(C)[Na].C([O:17][C:18]([CH:20]1[CH2:25][CH2:24][CH2:23][CH2:22][C:21]1=O)=O)C, predict the reaction product. The product is: [CH3:1][O:2][C:3]1[CH:11]=[CH:10][CH:9]=[CH:8][C:4]=1[C:5]1[NH:7][C:21]2[CH2:22][CH2:23][CH2:24][CH2:25][C:20]=2[C:18](=[O:17])[N:6]=1. (6) The product is: [I:13][C:10]1[CH:9]=[CH:8][C:7]([C:6]2[O:15][CH:3]=[CH:4][N:5]=2)=[CH:12][CH:11]=1. Given the reactants CO[CH:3]([O:15]C)[CH2:4][NH:5][C:6](=O)[C:7]1[CH:12]=[CH:11][C:10]([I:13])=[CH:9][CH:8]=1, predict the reaction product. (7) Given the reactants [Br:1][C:2]1[CH:7]=[CH:6][C:5](=[O:8])[NH:4][C:3]=1[C:9]#[N:10].I[CH3:12], predict the reaction product. The product is: [Br:1][C:2]1[C:3]([C:9]#[N:10])=[N:4][C:5]([O:8][CH3:12])=[CH:6][CH:7]=1.